Dataset: NCI-60 drug combinations with 297,098 pairs across 59 cell lines. Task: Regression. Given two drug SMILES strings and cell line genomic features, predict the synergy score measuring deviation from expected non-interaction effect. (1) Drug 1: C1CN1C2=NC(=NC(=N2)N3CC3)N4CC4. Drug 2: CC1=C(N=C(N=C1N)C(CC(=O)N)NCC(C(=O)N)N)C(=O)NC(C(C2=CN=CN2)OC3C(C(C(C(O3)CO)O)O)OC4C(C(C(C(O4)CO)O)OC(=O)N)O)C(=O)NC(C)C(C(C)C(=O)NC(C(C)O)C(=O)NCCC5=NC(=CS5)C6=NC(=CS6)C(=O)NCCC[S+](C)C)O. Cell line: SK-MEL-5. Synergy scores: CSS=40.1, Synergy_ZIP=-5.06, Synergy_Bliss=0.825, Synergy_Loewe=-0.708, Synergy_HSA=2.14. (2) Drug 1: CC1C(C(CC(O1)OC2CC(CC3=C2C(=C4C(=C3O)C(=O)C5=C(C4=O)C(=CC=C5)OC)O)(C(=O)C)O)N)O.Cl. Drug 2: C1=CC(=CC=C1CC(C(=O)O)N)N(CCCl)CCCl.Cl. Cell line: NCI-H522. Synergy scores: CSS=23.3, Synergy_ZIP=1.50, Synergy_Bliss=4.56, Synergy_Loewe=-0.306, Synergy_HSA=6.87. (3) Drug 1: CC1=C(C(=O)C2=C(C1=O)N3CC4C(C3(C2COC(=O)N)OC)N4)N. Drug 2: C1CNP(=O)(OC1)N(CCCl)CCCl. Cell line: NCI-H226. Synergy scores: CSS=15.0, Synergy_ZIP=-4.47, Synergy_Bliss=-1.66, Synergy_Loewe=-78.2, Synergy_HSA=-3.00. (4) Drug 1: CC1=C(N=C(N=C1N)C(CC(=O)N)NCC(C(=O)N)N)C(=O)NC(C(C2=CN=CN2)OC3C(C(C(C(O3)CO)O)O)OC4C(C(C(C(O4)CO)O)OC(=O)N)O)C(=O)NC(C)C(C(C)C(=O)NC(C(C)O)C(=O)NCCC5=NC(=CS5)C6=NC(=CS6)C(=O)NCCC[S+](C)C)O. Drug 2: N.N.Cl[Pt+2]Cl. Cell line: OVCAR-8. Synergy scores: CSS=41.0, Synergy_ZIP=-12.4, Synergy_Bliss=-4.29, Synergy_Loewe=-21.4, Synergy_HSA=1.37. (5) Drug 1: C1=CC(=CC=C1CC(C(=O)O)N)N(CCCl)CCCl.Cl. Drug 2: CCC(=C(C1=CC=CC=C1)C2=CC=C(C=C2)OCCN(C)C)C3=CC=CC=C3.C(C(=O)O)C(CC(=O)O)(C(=O)O)O. Cell line: NCIH23. Synergy scores: CSS=5.15, Synergy_ZIP=-2.84, Synergy_Bliss=-4.75, Synergy_Loewe=-8.57, Synergy_HSA=-5.98.